From a dataset of Forward reaction prediction with 1.9M reactions from USPTO patents (1976-2016). Predict the product of the given reaction. (1) Given the reactants [NH2:1][C:2]([C@@H:4]1[CH2:8][CH2:7][CH2:6][N:5]1[C:9](=[O:40])[CH2:10][C:11]1[C:12]([C:33]2[CH:38]=[CH:37][C:36]([CH3:39])=[CH:35][CH:34]=2)=[C:13]([CH2:24][NH:25]C(=O)OC(C)(C)C)[C:14]([CH2:19][C:20]([CH3:23])([CH3:22])[CH3:21])=[N:15][C:16]=1[CH2:17][CH3:18])=[O:3].C(OC(=O)C)C.Cl.O, predict the reaction product. The product is: [NH2:25][CH2:24][C:13]1[C:12]([C:33]2[CH:38]=[CH:37][C:36]([CH3:39])=[CH:35][CH:34]=2)=[C:11]([CH2:10][C:9]([N:5]2[CH2:6][CH2:7][CH2:8][C@H:4]2[C:2]([NH2:1])=[O:3])=[O:40])[C:16]([CH2:17][CH3:18])=[N:15][C:14]=1[CH2:19][C:20]([CH3:23])([CH3:22])[CH3:21]. (2) Given the reactants [Br:1][C:2]1[CH:3]=[N:4][C:5]([NH:8][CH2:9][CH:10]2[C:15]([CH3:17])([CH3:16])[CH2:14][CH2:13][CH2:12][NH:11]2)=[N:6][CH:7]=1.[N:18]1[C:27]2[C:22](=[CH:23][CH:24]=[CH:25][C:26]=2[C:28](O)=[O:29])[CH:21]=[CH:20][CH:19]=1.C(N(C(C)C)CC)(C)C, predict the reaction product. The product is: [Br:1][C:2]1[CH:3]=[N:4][C:5]([NH:8][CH2:9][CH:10]2[C:15]([CH3:17])([CH3:16])[CH2:14][CH2:13][CH2:12][N:11]2[C:28]([C:26]2[CH:25]=[CH:24][CH:23]=[C:22]3[C:27]=2[N:18]=[CH:19][CH:20]=[CH:21]3)=[O:29])=[N:6][CH:7]=1. (3) The product is: [C:2]1([NH:1][CH:20]2[CH2:19][CH2:18][C:17]([C:24]3[CH:25]=[CH:26][CH:27]=[CH:28][CH:29]=3)([N:16]([CH3:30])[CH3:15])[CH2:22][CH2:21]2)[C:14]2[CH2:13][C:12]3[C:7](=[CH:8][CH:9]=[CH:10][CH:11]=3)[C:6]=2[CH:5]=[CH:4][CH:3]=1. Given the reactants [NH2:1][C:2]1[C:14]2[CH2:13][C:12]3[C:7](=[CH:8][CH:9]=[CH:10][CH:11]=3)[C:6]=2[CH:5]=[CH:4][CH:3]=1.[CH3:15][N:16]([CH3:30])[C:17]1([C:24]2[CH:29]=[CH:28][CH:27]=[CH:26][CH:25]=2)[CH2:22][CH2:21][C:20](=O)[CH2:19][CH2:18]1.C(O)(=O)C.C(O[BH-](OC(=O)C)OC(=O)C)(=O)C.[Na+], predict the reaction product. (4) Given the reactants [CH3:1][S:2]([C:4]1[CH:9]=[CH:8][C:7]([C:10]2[C:14]3[CH:15]=[C:16]([C:19]4[O:23][C:22]([SH:24])=[N:21][N:20]=4)[CH:17]=[CH:18][C:13]=3[O:12][CH:11]=2)=[CH:6][CH:5]=1)=[O:3].[F:25][C:26]1[CH:27]=[C:28]([CH:31]=[CH:32][CH:33]=1)[CH2:29]Br, predict the reaction product. The product is: [F:25][C:26]1[CH:27]=[C:28]([CH:31]=[CH:32][CH:33]=1)[CH2:29][S:24][C:22]1[O:23][C:19]([C:16]2[CH:17]=[CH:18][C:13]3[O:12][CH:11]=[C:10]([C:7]4[CH:6]=[CH:5][C:4]([S:2]([CH3:1])=[O:3])=[CH:9][CH:8]=4)[C:14]=3[CH:15]=2)=[N:20][N:21]=1. (5) Given the reactants [N:1]1([C:7]2[N:15]=[C:14]([C:16]3[CH:17]=[C:18]([CH2:22][OH:23])[CH:19]=[CH:20][CH:21]=3)[N:13]=[C:12]3[C:8]=2[N:9]=[CH:10][N:11]3[CH:24]2[CH2:29][CH2:28][NH:27][CH2:26][CH2:25]2)[CH2:6][CH2:5][O:4][CH2:3][CH2:2]1.[BH3-]C#N.[Na+].[F:34][C:35]1[CH:36]=[C:37]([CH:40]=[CH:41][C:42]=1[F:43])[CH:38]=O, predict the reaction product. The product is: [F:34][C:35]1[CH:36]=[C:37]([CH:40]=[CH:41][C:42]=1[F:43])[CH2:38][N:27]1[CH2:28][CH2:29][CH:24]([N:11]2[CH:10]=[N:9][C:8]3[C:12]2=[N:13][C:14]([C:16]2[CH:17]=[C:18]([CH2:22][OH:23])[CH:19]=[CH:20][CH:21]=2)=[N:15][C:7]=3[N:1]2[CH2:6][CH2:5][O:4][CH2:3][CH2:2]2)[CH2:25][CH2:26]1. (6) Given the reactants [NH2:1][C:2]1[C:3]([C:9](=[O:11])[CH3:10])=[CH:4][C:5]([Cl:8])=[N:6][CH:7]=1.[N+:12]([C:15]1[CH:20]=[CH:19][C:18]([S:21](Cl)(=[O:23])=[O:22])=[CH:17][CH:16]=1)([O-:14])=[O:13], predict the reaction product. The product is: [C:9]([C:3]1[CH:4]=[C:5]([Cl:8])[N:6]=[CH:7][C:2]=1[N:1]([S:21]([C:18]1[CH:17]=[CH:16][C:15]([N+:12]([O-:14])=[O:13])=[CH:20][CH:19]=1)(=[O:22])=[O:23])[S:21]([C:18]1[CH:19]=[CH:20][C:15]([N+:12]([O-:14])=[O:13])=[CH:16][CH:17]=1)(=[O:23])=[O:22])(=[O:11])[CH3:10]. (7) Given the reactants [NH2:1][C:2]1[S:3][C:4]2[C:10]([N+:11]([O-:13])=[O:12])=[C:9]([O:14][C:15]3[CH:16]=[C:17]([CH:31]=[CH:32][CH:33]=3)[C:18]([NH:20][C:21]3[CH:26]=[CH:25][CH:24]=[C:23]([C:27]([F:30])([F:29])[F:28])[CH:22]=3)=[O:19])[CH:8]=[CH:7][C:5]=2[N:6]=1.[CH:34]1([C:37](Cl)=[O:38])[CH2:36][CH2:35]1, predict the reaction product. The product is: [CH:34]1([C:37]([NH:1][C:2]2[S:3][C:4]3[C:10]([N+:11]([O-:13])=[O:12])=[C:9]([O:14][C:15]4[CH:16]=[C:17]([CH:31]=[CH:32][CH:33]=4)[C:18]([NH:20][C:21]4[CH:26]=[CH:25][CH:24]=[C:23]([C:27]([F:30])([F:28])[F:29])[CH:22]=4)=[O:19])[CH:8]=[CH:7][C:5]=3[N:6]=2)=[O:38])[CH2:36][CH2:35]1. (8) Given the reactants [C:1](=[S:9])([NH2:8])[C:2]1[CH:7]=[CH:6][CH:5]=[CH:4][CH:3]=1.Br[CH2:11][C:12](=O)[C:13]([O:15][CH2:16]C)=[O:14], predict the reaction product. The product is: [C:2]1([C:1]2[S:9][CH:11]=[C:12]([C:13]([O:15][CH3:16])=[O:14])[N:8]=2)[CH:7]=[CH:6][CH:5]=[CH:4][CH:3]=1. (9) Given the reactants [Si:1](Cl)([C:4]([CH3:7])([CH3:6])[CH3:5])([CH3:3])[CH3:2].[OH:9][CH:10]1[CH2:15][CH2:14][N:13]([C:16]([N:18]2[CH:22]=[CH:21][N:20]=[CH:19]2)=[O:17])[CH2:12][CH2:11]1, predict the reaction product. The product is: [C:4]([Si:1]([CH3:3])([CH3:2])[O:9][CH:10]1[CH2:15][CH2:14][N:13]([C:16]([N:18]2[CH:22]=[CH:21][N:20]=[CH:19]2)=[O:17])[CH2:12][CH2:11]1)([CH3:7])([CH3:6])[CH3:5]. (10) Given the reactants [NH2:1][CH:2]1[CH2:7][O:6][CH2:5][CH:4]([OH:8])[CH2:3]1.[C:9](O[C:9]([O:11][C:12]([CH3:15])([CH3:14])[CH3:13])=[O:10])([O:11][C:12]([CH3:15])([CH3:14])[CH3:13])=[O:10], predict the reaction product. The product is: [OH:8][CH:4]1[CH2:5][O:6][CH2:7][CH:2]([NH:1][C:9](=[O:10])[O:11][C:12]([CH3:15])([CH3:14])[CH3:13])[CH2:3]1.